From a dataset of Cav3 T-type calcium channel HTS with 100,875 compounds. Binary Classification. Given a drug SMILES string, predict its activity (active/inactive) in a high-throughput screening assay against a specified biological target. (1) The drug is Clc1c(c(NC(=S)NCc2ccccc2)ccc1)C. The result is 0 (inactive). (2) The molecule is S(CC(=O)N1C(CCCC1)C)c1n(c(nn1)Cc1ccccc1)CCOC. The result is 0 (inactive). (3) The drug is o1c(c2ccc(O)cc2)cc(=O)c2c1cccc2. The result is 0 (inactive).